This data is from Full USPTO retrosynthesis dataset with 1.9M reactions from patents (1976-2016). The task is: Predict the reactants needed to synthesize the given product. (1) Given the product [NH2:1][C:4]1[CH:17]=[CH:16][C:7]([C:8]([NH:10][C:11]2[S:12][CH:13]=[CH:14][N:15]=2)=[O:9])=[C:6]([Cl:18])[CH:5]=1, predict the reactants needed to synthesize it. The reactants are: [N+:1]([C:4]1[CH:17]=[CH:16][C:7]([C:8]([NH:10][C:11]2[S:12][CH:13]=[CH:14][N:15]=2)=[O:9])=[C:6]([Cl:18])[CH:5]=1)([O-])=O.Cl[Sn]Cl.[OH-].[Na+]. (2) Given the product [Cl:1][C:2]1[C:3]([F:21])=[C:4]([C:14]2[N:19]=[CH:18][N:17]([C@@H:23]3[C:39]4[CH:40]=[C:35]([CH:36]=[CH:37][N:38]=4)[C:34]4[N:33]([CH:41]([F:42])[F:43])[N:32]=[CH:31][C:30]=4[NH:29][C:28](=[O:44])[C@H:27]([CH3:45])[CH2:26][CH2:25][CH2:24]3)[C:16](=[O:20])[CH:15]=2)[C:5]([N:8]2[CH:12]=[C:11]([CH3:13])[N:10]=[N:9]2)=[CH:6][CH:7]=1, predict the reactants needed to synthesize it. The reactants are: [Cl:1][C:2]1[C:3]([F:21])=[C:4]([C:14]2[N:19]=[CH:18][N:17]=[C:16]([OH:20])[CH:15]=2)[C:5]([N:8]2[CH:12]=[C:11]([CH3:13])[N:10]=[N:9]2)=[CH:6][CH:7]=1.N[C@@H:23]1[C:39]2[CH:40]=[C:35]([CH:36]=[CH:37][N:38]=2)[C:34]2[N:33]([CH:41]([F:43])[F:42])[N:32]=[CH:31][C:30]=2[NH:29][C:28](=[O:44])[C@H:27]([CH3:45])[CH2:26][CH2:25][CH2:24]1.